Dataset: Reaction yield outcomes from USPTO patents with 853,638 reactions. Task: Predict the reaction yield, written as a fraction of the theoretical maximum amount of product (1.0 means a 100% yield; for example, 0.34 means a 34% yield). The reactants are [CH3:1][N:2]1[CH2:15][CH2:14][C:5]2[NH:6][C:7]3[CH:8]=[CH:9][C:10]([CH3:13])=[CH:11][C:12]=3[C:4]=2[CH2:3]1.[OH-].[K+].Br[CH2:19][CH2:20][C:21]1[CH:26]=[CH:25][C:24]([O:27][C:28]([CH3:31])([CH3:30])[CH3:29])=[CH:23][CH:22]=1. The catalyst is CN1CCCC1=O.O. The product is [C:28]([O:27][C:24]1[CH:23]=[CH:22][C:21]([CH2:20][CH2:19][N:6]2[C:7]3[CH:8]=[CH:9][C:10]([CH3:13])=[CH:11][C:12]=3[C:4]3[CH2:3][N:2]([CH3:1])[CH2:15][CH2:14][C:5]2=3)=[CH:26][CH:25]=1)([CH3:30])([CH3:29])[CH3:31]. The yield is 0.0600.